This data is from Catalyst prediction with 721,799 reactions and 888 catalyst types from USPTO. The task is: Predict which catalyst facilitates the given reaction. (1) Reactant: [NH2:1][C@@H:2]([C:5]([CH3:13])=[CH:6][C:7]1[CH:12]=[CH:11][CH:10]=[CH:9][CH:8]=1)[CH2:3][OH:4]. Product: [NH2:1][C@@H:2]([CH:5]([CH3:13])[CH2:6][C:7]1[CH:12]=[CH:11][CH:10]=[CH:9][CH:8]=1)[CH2:3][OH:4]. The catalyst class is: 50. (2) Reactant: [CH3:1][O:2][C:3]1[CH:4]=[N:5][CH:6]=[CH:7][C:8]=1B(O)O.[Cl:12][C:13]1[N:18]=[C:17](Cl)[CH:16]=[CH:15][N:14]=1.C(=O)([O-])[O-].[Na+].[Na+]. Product: [Cl:12][C:13]1[N:18]=[C:17]([C:8]2[CH:7]=[CH:6][N:5]=[CH:4][C:3]=2[O:2][CH3:1])[CH:16]=[CH:15][N:14]=1. The catalyst class is: 551. (3) Reactant: Cl[C:2]12[C:11]([O:14][CH3:15])([O:12][CH3:13])[C:6](Cl)([C:7](Cl)=[C:8]1Cl)[CH2:5][N:4]([CH2:17][C:18]1[CH:23]=[CH:22][C:21]([O:24][CH3:25])=[CH:20][CH:19]=1)[CH2:3]2.C(O)(C)(C)C.[Na]. Product: [CH3:15][O:14][C:11]1([O:12][CH3:13])[CH:2]2[CH:8]=[CH:7][CH:6]1[CH2:5][N:4]([CH2:17][C:18]1[CH:23]=[CH:22][C:21]([O:24][CH3:25])=[CH:20][CH:19]=1)[CH2:3]2. The catalyst class is: 12.